This data is from Forward reaction prediction with 1.9M reactions from USPTO patents (1976-2016). The task is: Predict the product of the given reaction. (1) Given the reactants [F:1][C:2]1[CH:10]=[CH:9][CH:8]=[C:7]2[C:3]=1[C:4]([C:21]1[CH2:26][CH2:25][CH:24]([C:27]([O:29][C:30]([CH3:33])([CH3:32])[CH3:31])=[O:28])[CH2:23][CH:22]=1)=[CH:5][N:6]2S(C1C=CC(C)=CC=1)(=O)=O.C1COCC1.C(O)C.[OH-].[K+], predict the reaction product. The product is: [F:1][C:2]1[CH:10]=[CH:9][CH:8]=[C:7]2[C:3]=1[C:4]([C:21]1[CH2:26][CH2:25][CH:24]([C:27]([O:29][C:30]([CH3:33])([CH3:32])[CH3:31])=[O:28])[CH2:23][CH:22]=1)=[CH:5][NH:6]2. (2) Given the reactants [CH2:1]([O:8][N:9]1[C:15](=[O:16])[N:14]2[CH2:17][C@H:10]1[CH2:11][CH2:12][C@H:13]2[C:18]([OH:20])=O)[C:2]1[CH:7]=[CH:6][CH:5]=[CH:4][CH:3]=1.[CH3:21][N:22]([C:24]([O:26][C:27]([CH3:30])([CH3:29])[CH3:28])=[O:25])[NH2:23].ON1C2C=CC=CC=2N=N1.Cl.C(N=C=NCCCN(C)C)C, predict the reaction product. The product is: [CH2:1]([O:8][N:9]1[C:15](=[O:16])[N:14]2[CH2:17][C@H:10]1[CH2:11][CH2:12][C@H:13]2[C:18]([NH:23][N:22]([CH3:21])[C:24]([O:26][C:27]([CH3:30])([CH3:29])[CH3:28])=[O:25])=[O:20])[C:2]1[CH:3]=[CH:4][CH:5]=[CH:6][CH:7]=1. (3) Given the reactants [H-].[Na+].[C:3]([O:7][C:8](=[O:16])[CH2:9][CH2:10][CH2:11][CH2:12][CH:13]([OH:15])[CH3:14])([CH3:6])([CH3:5])[CH3:4].Cl[C:18]1[C:19]2[C:26]([C:27]3[CH:32]=[CH:31][C:30]([CH2:33][CH3:34])=[CH:29][CH:28]=3)=[C:25]([C:35]3[CH:40]=[CH:39][CH:38]=[CH:37][C:36]=3[F:41])[O:24][C:20]=2[N:21]=[CH:22][N:23]=1.O, predict the reaction product. The product is: [C:3]([O:7][C:8](=[O:16])[CH2:9][CH2:10][CH2:11][CH2:12][CH:13]([O:15][C:18]1[C:19]2[C:26]([C:27]3[CH:28]=[CH:29][C:30]([CH2:33][CH3:34])=[CH:31][CH:32]=3)=[C:25]([C:35]3[CH:40]=[CH:39][CH:38]=[CH:37][C:36]=3[F:41])[O:24][C:20]=2[N:21]=[CH:22][N:23]=1)[CH3:14])([CH3:4])([CH3:6])[CH3:5]. (4) Given the reactants Cl[C:2]1[C:3]2[N:4]([N:9]=[C:10]([C:12]([O:14][CH2:15][CH3:16])=[O:13])[CH:11]=2)[CH:5]=[C:6]([CH3:8])[N:7]=1.[CH3:17][O-:18].[Na+], predict the reaction product. The product is: [CH3:17][O:18][C:2]1[C:3]2[N:4]([N:9]=[C:10]([C:12]([O:14][CH2:15][CH3:16])=[O:13])[CH:11]=2)[CH:5]=[C:6]([CH3:8])[N:7]=1. (5) Given the reactants Cl.Cl.[NH:3]1[CH2:8][CH2:7][CH:6]([CH2:9][CH2:10][N:11]2[C:19]3[N:14]4[C:15](=[N:20][CH:21]=[C:13]4[C:12]2=[O:22])[CH:16]=[CH:17][CH:18]=3)[CH2:5][CH2:4]1.C1CCN2C(=NCCC2)CC1.C(N(CC)CC)C.C1C=CC(N([S:48]([C:51]([F:54])([F:53])[F:52])(=[O:50])=[O:49])[S:48]([C:51]([F:54])([F:53])[F:52])(=[O:50])=[O:49])=CC=1, predict the reaction product. The product is: [F:52][C:51]([F:54])([F:53])[S:48]([N:3]1[CH2:8][CH2:7][CH:6]([CH2:9][CH2:10][N:11]2[C:19]3[N:14]4[C:15](=[N:20][CH:21]=[C:13]4[C:12]2=[O:22])[CH:16]=[CH:17][CH:18]=3)[CH2:5][CH2:4]1)(=[O:50])=[O:49].